From a dataset of Reaction yield outcomes from USPTO patents with 853,638 reactions. Predict the reaction yield, written as a fraction of the theoretical maximum amount of product (1.0 means a 100% yield; for example, 0.34 means a 34% yield). (1) The reactants are [C:1](Cl)(Cl)=[O:2].[NH2:5][C@H:6]([C:10]([OH:12])=[O:11])[CH:7]([CH3:9])[CH3:8]. The catalyst is C1(C)C=CC=CC=1.C1COCC1. The product is [CH:7]([C@H:6]1[C:10](=[O:11])[O:12][C:1](=[O:2])[NH:5]1)([CH3:9])[CH3:8]. The yield is 0.473. (2) The reactants are [F:1][C:2]1[CH:3]=[CH:4][C:5]([C:8]2[C:12](/[CH:13]=[CH:14]/[C:15]3[S:16][C:17]([C:21]([OH:23])=O)=[C:18]([CH3:20])[N:19]=3)=[C:11]([CH3:24])[O:10][N:9]=2)=[N:6][CH:7]=1.[CH:25]1([NH2:28])[CH2:27][CH2:26]1. The catalyst is CO.O. The product is [CH:25]1([NH:28][C:21]([C:17]2[S:16][C:15](/[CH:14]=[CH:13]/[C:12]3[C:8]([C:5]4[CH:4]=[CH:3][C:2]([F:1])=[CH:7][N:6]=4)=[N:9][O:10][C:11]=3[CH3:24])=[N:19][C:18]=2[CH3:20])=[O:23])[CH2:27][CH2:26]1. The yield is 0.520. (3) The reactants are [N:1]1([C:7]([O:9][C:10]([CH3:13])([CH3:12])[CH3:11])=[O:8])[CH2:6][CH2:5][NH:4][CH2:3][CH2:2]1.[CH:14]([N:17](CC)C(C)C)(C)C.N#CBr. The catalyst is ClCCl.O. The product is [C:14]([N:4]1[CH2:5][CH2:6][N:1]([C:7]([O:9][C:10]([CH3:13])([CH3:12])[CH3:11])=[O:8])[CH2:2][CH2:3]1)#[N:17]. The yield is 0.720. (4) The reactants are [Br:1][C:2]1[C:9]([OH:10])=[CH:8][CH:7]=[CH:6][C:3]=1[CH:4]=[O:5].CS(O[CH2:16][CH2:17][CH2:18][NH:19][C:20]([O:22][C:23]([CH3:26])([CH3:25])[CH3:24])=[O:21])(=O)=O.C([O-])([O-])=O.[Cs+].[Cs+]. The catalyst is CN(C=O)C. The product is [Br:1][C:2]1[C:3]([CH:4]=[O:5])=[CH:6][CH:7]=[CH:8][C:9]=1[O:10][CH2:16][CH2:17][CH2:18][NH:19][C:20](=[O:21])[O:22][C:23]([CH3:26])([CH3:25])[CH3:24]. The yield is 0.810.